Dataset: Forward reaction prediction with 1.9M reactions from USPTO patents (1976-2016). Task: Predict the product of the given reaction. (1) Given the reactants C([O:3][C:4]([C@H:6]1[C@@H:11]([NH:12][S:13]([C:16]2[C:25]3[C:20](=[CH:21][CH:22]=[CH:23][CH:24]=3)[C:19]([NH:26][C:27](=[O:35])[C:28]3[CH:33]=[CH:32][CH:31]=[CH:30][C:29]=3[CH3:34])=[CH:18][CH:17]=2)(=[O:15])=[O:14])[CH2:10][CH2:9][N:8]([C:36](=[O:40])[CH2:37][CH2:38][CH3:39])[CH2:7]1)=O)C.C(OC(N1CCC(N)CC1)=O)(C)(C)C.N(C(C)C)=C=O.[BH4-].[Li+], predict the reaction product. The product is: [C:36]([N:8]1[CH2:9][CH2:10][C@H:11]([NH:12][S:13]([C:16]2[C:25]3[C:20](=[CH:21][CH:22]=[CH:23][CH:24]=3)[C:19]([NH:26][C:27](=[O:35])[C:28]3[CH:33]=[CH:32][CH:31]=[CH:30][C:29]=3[CH3:34])=[CH:18][CH:17]=2)(=[O:15])=[O:14])[C@H:6]([CH2:4][OH:3])[CH2:7]1)(=[O:40])[CH2:37][CH2:38][CH3:39]. (2) Given the reactants Cl[C:2]1[CH:3]=[CH:4][C:5]2[N:11]3[CH2:12][C@H:8]([C@H:9]([O:13][Si:14]([CH3:17])([CH3:16])[CH3:15])[CH2:10]3)[NH:7][C:6]=2[N:18]=1.[F:19][C:20]([F:31])([F:30])[C:21]1[CH:22]=[C:23](B(O)O)[CH:24]=[CH:25][CH:26]=1.CC(C1C=C(C(C)C)C(C2C=CC=CC=2P(C2CCCCC2)C2CCCCC2)=C(C(C)C)C=1)C.C([O-])([O-])=O.[Cs+].[Cs+], predict the reaction product. The product is: [F:19][C:20]([F:31])([F:30])[C:21]1[CH:26]=[C:25]([C:2]2[CH:3]=[CH:4][C:5]3[N:11]4[CH2:12][C@H:8]([C@H:9]([O:13][Si:14]([CH3:17])([CH3:16])[CH3:15])[CH2:10]4)[NH:7][C:6]=3[N:18]=2)[CH:24]=[CH:23][CH:22]=1. (3) The product is: [CH3:20][CH:21]([CH3:39])[CH2:22][CH2:23][NH:24][C:25]([C:27]1[N:28]=[N:29][C:30]([N:33]2[CH2:38][CH2:37][N:36]([C:13]([C:12]3[N:8]([CH2:1][C:2]4[CH:3]=[CH:4][CH:5]=[CH:6][CH:7]=4)[N:9]=[N:10][C:11]=3[C:16]([F:19])([F:18])[F:17])=[O:15])[CH2:35][CH2:34]2)=[CH:31][CH:32]=1)=[O:26]. Given the reactants [CH2:1]([N:8]1[C:12]([C:13]([OH:15])=O)=[C:11]([C:16]([F:19])([F:18])[F:17])[N:10]=[N:9]1)[C:2]1[CH:7]=[CH:6][CH:5]=[CH:4][CH:3]=1.[CH3:20][CH:21]([CH3:39])[CH2:22][CH2:23][NH:24][C:25]([C:27]1[N:28]=[N:29][C:30]([N:33]2[CH2:38][CH2:37][NH:36][CH2:35][CH2:34]2)=[CH:31][CH:32]=1)=[O:26], predict the reaction product. (4) Given the reactants [CH3:1][O:2][C:3]([C:5]1[CH:14]=[C:13]([NH:15][S:16]([C:19]2[CH:24]=[CH:23][C:22]([CH3:25])=[CH:21][CH:20]=2)(=[O:18])=[O:17])[C:12]2[C:7](=[C:8]([O:26]CC3C=CC=CC=3)[CH:9]=[CH:10][CH:11]=2)[N:6]=1)=[O:4].C(OCC)(=O)C.CO, predict the reaction product. The product is: [CH3:1][O:2][C:3]([C:5]1[CH:14]=[C:13]([NH:15][S:16]([C:19]2[CH:24]=[CH:23][C:22]([CH3:25])=[CH:21][CH:20]=2)(=[O:18])=[O:17])[C:12]2[C:7](=[C:8]([OH:26])[CH:9]=[CH:10][CH:11]=2)[N:6]=1)=[O:4]. (5) Given the reactants [CH2:1]([O:8][C:9](=[O:40])[C@H:10]([NH:15][CH2:16][C:17]1[C:22]([Cl:23])=[CH:21][N:20]=[C:19]2[N:24]([S:30]([C:33]3[CH:39]=[CH:38][C:36]([CH3:37])=[CH:35][CH:34]=3)(=[O:32])=[O:31])[CH:25]=[C:26]([C:27](O)=[O:28])[C:18]=12)[C:11]([CH3:14])([CH3:13])[CH3:12])[C:2]1[CH:7]=[CH:6][CH:5]=[CH:4][CH:3]=1.CN(C(ON1N=NC2C=CC=NC1=2)=[N+](C)C)C.F[P-](F)(F)(F)(F)F.CN1CCOCC1, predict the reaction product. The product is: [Cl:23][C:22]1[C:17]2[CH2:16][N:15]([C@H:10]([C:11]([CH3:14])([CH3:13])[CH3:12])[C:9]([O:8][CH2:1][C:2]3[CH:3]=[CH:4][CH:5]=[CH:6][CH:7]=3)=[O:40])[C:27](=[O:28])[C:26]3=[CH:25][N:24]([S:30]([C:33]4[CH:34]=[CH:35][C:36]([CH3:37])=[CH:38][CH:39]=4)(=[O:32])=[O:31])[C:19]([C:18]=23)=[N:20][CH:21]=1. (6) Given the reactants [CH3:1][N:2]([S:26]([C:29]1[S:30][CH:31]=[CH:32][CH:33]=1)(=[O:28])=[O:27])[C:3]1[CH:4]=[CH:5][CH:6]=[C:7]2[C:11]=1[NH:10][C:9]([C:12]1[S:13][CH:14]([CH2:17][CH2:18][S:19][CH2:20][C:21]([O:23]CC)=[O:22])[CH2:15][N:16]=1)=[CH:8]2.[OH-].[K+].Cl, predict the reaction product. The product is: [CH3:1][N:2]([S:26]([C:29]1[S:30][CH:31]=[CH:32][CH:33]=1)(=[O:28])=[O:27])[C:3]1[CH:4]=[CH:5][CH:6]=[C:7]2[C:11]=1[NH:10][C:9]([C:12]1[S:13][CH:14]([CH2:17][CH2:18][S:19][CH2:20][C:21]([OH:23])=[O:22])[CH2:15][N:16]=1)=[CH:8]2. (7) Given the reactants Br[C:2]1[CH:7]=[CH:6][C:5]([S:8]([CH2:11][CH:12]([CH3:14])[CH3:13])(=[O:10])=[O:9])=[CH:4][CH:3]=1.[CH3:15][C@@H:16]1[CH2:20][CH2:19][CH2:18][N:17]1[CH2:21][CH2:22][C:23]1[CH:28]=[CH:27][C:26](B(O)O)=[CH:25][CH:24]=1, predict the reaction product. The product is: [CH3:15][C@@H:16]1[CH2:20][CH2:19][CH2:18][N:17]1[CH2:21][CH2:22][C:23]1[CH:28]=[CH:27][C:26]([C:2]2[CH:7]=[CH:6][C:5]([S:8]([CH2:11][CH:12]([CH3:14])[CH3:13])(=[O:10])=[O:9])=[CH:4][CH:3]=2)=[CH:25][CH:24]=1. (8) Given the reactants Cl[C:2]1[N:7]=[C:6]([C:8]2[CH:9]=[CH:10][C:11]([O:16][CH:17]3[CH2:22][CH2:21][O:20][CH2:19][CH2:18]3)=[C:12]([CH:15]=2)[C:13]#[N:14])[CH:5]=[CH:4][N:3]=1.[S:23]1[C:27]2[CH:28]=[C:29]([NH2:32])[CH:30]=[CH:31][C:26]=2[N:25]=[CH:24]1, predict the reaction product. The product is: [S:23]1[C:27]2[CH:28]=[C:29]([NH:32][C:2]3[N:7]=[C:6]([C:8]4[CH:9]=[CH:10][C:11]([O:16][CH:17]5[CH2:22][CH2:21][O:20][CH2:19][CH2:18]5)=[C:12]([CH:15]=4)[C:13]#[N:14])[CH:5]=[CH:4][N:3]=3)[CH:30]=[CH:31][C:26]=2[N:25]=[CH:24]1.